From a dataset of Peptide-MHC class I binding affinity with 185,985 pairs from IEDB/IMGT. Regression. Given a peptide amino acid sequence and an MHC pseudo amino acid sequence, predict their binding affinity value. This is MHC class I binding data. (1) The peptide sequence is MRHNSREPY. The MHC is HLA-B27:05 with pseudo-sequence HLA-B27:05. The binding affinity (normalized) is 0.396. (2) The peptide sequence is SCINGQCPY. The MHC is HLA-B15:01 with pseudo-sequence HLA-B15:01. The binding affinity (normalized) is 0.196. (3) The peptide sequence is VSDLYTSMR. The MHC is HLA-A68:01 with pseudo-sequence HLA-A68:01. The binding affinity (normalized) is 0.401. (4) The peptide sequence is SLLTNDTTWI. The MHC is HLA-A68:01 with pseudo-sequence HLA-A68:01. The binding affinity (normalized) is 0. (5) The peptide sequence is LKPKVRIV. The MHC is Mamu-A01 with pseudo-sequence Mamu-A01. The binding affinity (normalized) is 0.